From a dataset of Full USPTO retrosynthesis dataset with 1.9M reactions from patents (1976-2016). Predict the reactants needed to synthesize the given product. (1) Given the product [CH3:1][O:2][C:3]([C:5]1[CH:9]=[C:8]([CH2:10][CH2:11][CH2:12][C:13]2[NH:33][C:28]3[N:27]=[C:26]([NH2:25])[NH:31][C:30](=[O:32])[C:29]=3[CH:16]=2)[S:7][CH:6]=1)=[O:4], predict the reactants needed to synthesize it. The reactants are: [CH3:1][O:2][C:3]([C:5]1[CH:9]=[C:8]([CH2:10][CH2:11][CH2:12][C:13](O)=O)[S:7][CH:6]=1)=[O:4].[C:16](Cl)(=O)C(Cl)=O.C(Cl)Cl.[NH2:25][C:26]1[NH:31][C:30](=[O:32])[CH:29]=[C:28]([NH2:33])[N:27]=1. (2) The reactants are: Cl.[C:2]1([N:8]([C:10]2[CH:15]=[CH:14][CH:13]=[CH:12][CH:11]=2)[NH2:9])[CH:7]=[CH:6][CH:5]=[CH:4][CH:3]=1.[Cl:16][C:17]1[CH:22]=[CH:21][CH:20]=[CH:19][C:18]=1Br.CC([O-])(C)C.[Na+].C(NC(C)C)(C)C. Given the product [C:2]1([N:8]([C:10]2[CH:15]=[CH:14][CH:13]=[CH:12][CH:11]=2)[NH:9][C:18]2[CH:19]=[CH:20][CH:21]=[CH:22][C:17]=2[Cl:16])[CH:3]=[CH:4][CH:5]=[CH:6][CH:7]=1, predict the reactants needed to synthesize it.